From a dataset of KCNQ2 potassium channel screen with 302,405 compounds. Binary Classification. Given a drug SMILES string, predict its activity (active/inactive) in a high-throughput screening assay against a specified biological target. (1) The drug is S=C(NCc1ccc(F)cc1)Nc1ccc(cc1)C(OCC)=O. The result is 0 (inactive). (2) The result is 0 (inactive). The compound is S1CCCCN=C1Nc1c2c(ccc1)cccc2.